From a dataset of Reaction yield outcomes from USPTO patents with 853,638 reactions. Predict the reaction yield, written as a fraction of the theoretical maximum amount of product (1.0 means a 100% yield; for example, 0.34 means a 34% yield). (1) The reactants are [C:1]([O:4][C:5]1[CH:6]=[C:7]2[C:12](=[CH:13][CH:14]=1)[N:11]=[CH:10][N:9]=[C:8]2Cl)(=[O:3])[CH3:2].[Cl:16][C:17]1[CH:18]=[C:19]([NH2:24])[CH:20]=[CH:21][C:22]=1[F:23]. The catalyst is C(O)(C)C. The product is [C:1]([O:4][C:5]1[CH:6]=[C:7]2[C:12](=[CH:13][CH:14]=1)[N:11]=[CH:10][N:9]=[C:8]2[NH:24][C:19]1[CH:20]=[CH:21][C:22]([F:23])=[C:17]([Cl:16])[CH:18]=1)(=[O:3])[CH3:2]. The yield is 0.870. (2) The yield is 0.980. The reactants are Cl.[CH3:2][O:3][C:4](=[O:9])[C@H:5]([CH2:7][OH:8])[NH2:6].C(N(CC)CC)C.[CH3:17][C:18]([O:21][C:22](O[C:22]([O:21][C:18]([CH3:20])([CH3:19])[CH3:17])=[O:23])=[O:23])([CH3:20])[CH3:19]. The catalyst is ClCCl. The product is [CH3:17][C:18]([O:21][C:22]([NH:6][C@H:5]([C:4]([O:3][CH3:2])=[O:9])[CH2:7][OH:8])=[O:23])([CH3:20])[CH3:19]. (3) The reactants are [NH2:1][CH2:2][C:3]#[C:4][C:5]1[CH:6]=[C:7]2[C:12](=[CH:13][CH:14]=1)[N:11]=[CH:10][N:9]=[C:8]2[NH:15][C:16]1[CH:17]=[C:18]2[C:22](=[CH:23][CH:24]=1)[N:21]([CH2:25][C:26]1[CH:31]=[CH:30][CH:29]=[C:28]([F:32])[CH:27]=1)[N:20]=[CH:19]2.[CH:33]1[CH:38]=[CH:37][C:36]([O:39][C:40](OC2C=CC=CC=2)=[N:41][C:42]#[N:43])=[CH:35][CH:34]=1. The catalyst is CC(O)C.C1COCC1. The product is [F:32][C:28]1[CH:27]=[C:26]([CH:31]=[CH:30][CH:29]=1)[CH2:25][N:21]1[C:22]2[C:18](=[CH:17][C:16]([NH:15][C:8]3[C:7]4[C:12](=[CH:13][CH:14]=[C:5]([C:4]#[C:3][CH2:2][NH:1][C:40](=[N:41][C:42]#[N:43])[O:39][C:36]5[CH:37]=[CH:38][CH:33]=[CH:34][CH:35]=5)[CH:6]=4)[N:11]=[CH:10][N:9]=3)=[CH:24][CH:23]=2)[CH:19]=[N:20]1. The yield is 0.496. (4) The reactants are I[C:2]1[CH:9]=[CH:8][C:5]([CH:6]=[O:7])=[CH:4][CH:3]=1.[OH:10][CH2:11][CH2:12][S:13][S:13][CH2:12][CH2:11][OH:10]. The catalyst is [Cu].CN(C=O)C. The product is [OH:10][CH2:11][CH2:12][S:13][C:2]1[CH:9]=[CH:8][C:5]([CH:6]=[O:7])=[CH:4][CH:3]=1. The yield is 1.00. (5) The reactants are N(C(OCC)=O)=NC(OCC)=O.[Cl:13][C:14]1[CH:33]=[CH:32][C:17]([NH:18][C:19]2[C:28]3[C:23](=[CH:24][C:25]([OH:31])=[C:26]([O:29][CH3:30])[CH:27]=3)[N:22]=[CH:21][N:20]=2)=[C:16]([F:34])[CH:15]=1.[N:35]1([CH2:40][CH2:41]O)[CH:39]=[N:38][CH:37]=[N:36]1.C1(P(C2C=CC=CC=2)C2C=CC=CC=2)C=CC=CC=1. The catalyst is C(Cl)Cl. The product is [ClH:13].[Cl:13][C:14]1[CH:33]=[CH:32][C:17]([NH:18][C:19]2[C:28]3[C:23](=[CH:24][C:25]([O:31][CH2:41][CH2:40][N:35]4[CH:39]=[N:38][CH:37]=[N:36]4)=[C:26]([O:29][CH3:30])[CH:27]=3)[N:22]=[CH:21][N:20]=2)=[C:16]([F:34])[CH:15]=1. The yield is 0.520.